Dataset: Full USPTO retrosynthesis dataset with 1.9M reactions from patents (1976-2016). Task: Predict the reactants needed to synthesize the given product. (1) Given the product [NH2:27][C:20]1[N:19]=[C:18]2[C:23]([N:24]=[CH:25][N:17]2[C@@H:13]2[O:12][C@H:11]([CH2:28][OH:29])[C@@H:10]([OH:9])[C@:14]2([F:16])[CH3:15])=[C:22]([NH:39][CH3:38])[N:21]=1, predict the reactants needed to synthesize it. The reactants are: C([O:9][C@H:10]1[C@:14]([F:16])([CH3:15])[C@H:13]([N:17]2[CH:25]=[N:24][C:23]3[C:18]2=[N:19][C:20]([NH2:27])=[N:21][C:22]=3Cl)[O:12][C@@H:11]1[CH2:28][O:29]C(=O)C1C=CC=CC=1)(=O)C1C=CC=CC=1.[CH3:38][NH2:39]. (2) Given the product [F:25][C:16]1[CH:17]=[C:18]([N+:22]([O-:24])=[O:23])[C:19]([F:21])=[CH:20][C:15]=1[CH:5]([CH2:11][CH:12]([CH3:14])[CH3:13])[C:4]([OH:26])=[O:3], predict the reactants needed to synthesize it. The reactants are: C([O:3][C:4](=[O:26])[C:5]([C:15]1[CH:20]=[C:19]([F:21])[C:18]([N+:22]([O-:24])=[O:23])=[CH:17][C:16]=1[F:25])([CH2:11][CH:12]([CH3:14])[CH3:13])C(OCC)=O)C. (3) The reactants are: [Br:1][C:2]1[C:9]([OH:10])=[C:8]([O:11][CH3:12])[CH:7]=[CH:6][C:3]=1[CH:4]=[O:5].Br[CH2:14][CH2:15][CH2:16][O:17][CH2:18][C:19]1[CH:24]=[CH:23][CH:22]=[CH:21][CH:20]=1.C(=O)([O-])[O-].[Cs+].[Cs+]. Given the product [CH2:18]([O:17][CH2:16][CH2:15][CH2:14][O:10][C:9]1[C:2]([Br:1])=[C:3]([CH:6]=[CH:7][C:8]=1[O:11][CH3:12])[CH:4]=[O:5])[C:19]1[CH:24]=[CH:23][CH:22]=[CH:21][CH:20]=1, predict the reactants needed to synthesize it. (4) Given the product [CH3:15][O:1][C:2]1[C:3]([CH3:14])=[C:4]([CH:8]=[CH:9][C:10]=1[N+:11]([O-:13])=[O:12])[C:5]([O:26][CH3:27])=[O:6], predict the reactants needed to synthesize it. The reactants are: [OH:1][C:2]1[C:3]([CH3:14])=[C:4]([CH:8]=[CH:9][C:10]=1[N+:11]([O-:13])=[O:12])[C:5](O)=[O:6].[C:15]([O-])([O-])=O.[K+].[K+].COS([O:26][CH3:27])(=O)=O. (5) Given the product [Br:28][C:29]1[CH:30]=[CH:31][C:32]([OH:46])=[C:33]([CH:35]2[C:43]3[C:38](=[CH:39][CH:40]=[CH:41][CH:42]=3)[NH:37][C:36]2=[O:44])[CH:34]=1, predict the reactants needed to synthesize it. The reactants are: BrC1C=CC=C2C=1C(O)(C1C(O)=CC3OCOC=3C=1)C(=O)N2CCCCC.[Br:28][C:29]1[CH:30]=[CH:31][C:32]([OH:46])=[C:33]([C:35]2(O)[C:43]3[C:38](=[CH:39][CH:40]=[CH:41][CH:42]=3)[NH:37][C:36]2=[O:44])[CH:34]=1. (6) Given the product [Cl:15][C:7]1[CH:6]=[C:5]([CH2:1][CH2:2][CH2:3][CH3:4])[CH:10]=[CH:9][C:8]=1[NH2:11], predict the reactants needed to synthesize it. The reactants are: [CH2:1]([C:5]1[CH:10]=[CH:9][C:8]([NH:11]C(=O)C)=[C:7]([Cl:15])[CH:6]=1)[CH2:2][CH2:3][CH3:4].Cl.[OH-].[K+].